From a dataset of Acute oral toxicity (LD50) regression data from Zhu et al.. Regression/Classification. Given a drug SMILES string, predict its toxicity properties. Task type varies by dataset: regression for continuous values (e.g., LD50, hERG inhibition percentage) or binary classification for toxic/non-toxic outcomes (e.g., AMES mutagenicity, cardiotoxicity, hepatotoxicity). Dataset: ld50_zhu. (1) The drug is CNC(=O)ON=C1SC(C)OC1C. The rat oral LD50 is 4.66, given as -log10 of the dose in mol/kg body weight (higher means more acutely toxic). (2) The molecule is CCCCC(C)(C)C(O)C=CC1C(O)CC(=O)C1CCCCC=CC(=O)OC. The rat oral LD50 is 3.84, given as -log10 of the dose in mol/kg body weight (higher means more acutely toxic).